Dataset: Forward reaction prediction with 1.9M reactions from USPTO patents (1976-2016). Task: Predict the product of the given reaction. (1) Given the reactants [C:1]1([CH:7]2[CH2:12][CH2:11][C:10](=O)[CH2:9][CH2:8]2)[CH:6]=[CH:5][CH:4]=[CH:3][CH:2]=1.[NH:14]1[CH2:18][CH2:17][CH2:16][CH2:15]1, predict the reaction product. The product is: [C:1]1([CH:7]2[CH2:12][CH2:11][C:10]([N:14]3[CH2:18][CH2:17][CH2:16][CH2:15]3)=[CH:9][CH2:8]2)[CH:6]=[CH:5][CH:4]=[CH:3][CH:2]=1. (2) The product is: [O:43]=[S:36]1(=[O:44])[C:39]2([CH2:42][N:41]([C:26]([CH:24]3[CH2:23][CH2:22][C:21]4[C:14]5[C:13]([NH:12][C:4]6[CH:5]=[C:6]7[C:10](=[CH:11][C:3]=6[O:2][CH3:1])[NH:9][N:8]=[CH:7]7)=[N:18][CH:17]=[N:16][C:15]=5[S:19][C:20]=4[CH2:25]3)=[O:28])[CH2:40]2)[CH2:38][CH2:37]1. Given the reactants [CH3:1][O:2][C:3]1[CH:11]=[C:10]2[C:6]([CH:7]=[N:8][NH:9]2)=[CH:5][C:4]=1[NH:12][C:13]1[C:14]2[C:21]3[CH2:22][CH2:23][CH:24]([C:26]([OH:28])=O)[CH2:25][C:20]=3[S:19][C:15]=2[N:16]=[CH:17][N:18]=1.FC(F)(F)C(O)=O.[S:36]1(=[O:44])(=[O:43])[C:39]2([CH2:42][NH:41][CH2:40]2)[CH2:38][CH2:37]1, predict the reaction product. (3) The product is: [CH2:1]([O:8][C:9]1[C:10]([NH:21][C:22]([O:24][C:25]([CH3:28])([CH3:27])[CH3:26])=[O:23])=[N:11][CH:12]=[C:13]([CH:19]=1)[C:14]([O:16][CH2:17][CH3:18])=[O:15])[C:2]1[CH:7]=[CH:6][CH:5]=[CH:4][CH:3]=1. Given the reactants [CH2:1]([O:8][C:9]1[C:10](Cl)=[N:11][CH:12]=[C:13]([CH:19]=1)[C:14]([O:16][CH2:17][CH3:18])=[O:15])[C:2]1[CH:7]=[CH:6][CH:5]=[CH:4][CH:3]=1.[NH2:21][C:22]([O:24][C:25]([CH3:28])([CH3:27])[CH3:26])=[O:23].CC(C1C=C(C(C)C)C(C2C=CC=CC=2P(C2CCCCC2)C2CCCCC2)=C(C(C)C)C=1)C.[O-]P([O-])([O-])=O.[K+].[K+].[K+], predict the reaction product.